This data is from Drug-target binding data from BindingDB using IC50 measurements. The task is: Regression. Given a target protein amino acid sequence and a drug SMILES string, predict the binding affinity score between them. We predict pIC50 (pIC50 = -log10(IC50 in M); higher means more potent). Dataset: bindingdb_ic50. (1) The drug is Cc1cc2cc(C)c(SCC(=O)O)nc2cc1C. The target protein (O15382) has sequence MAAAALGQIWARKLLSVPWLLCGPRRYASSSFKAADLQLEMTQKPHKKPGPGEPLVFGKTFTDHMLMVEWNDKGWGQPRIQPFQNLTLHPASSSLHYSLQLFEGMKAFKGKDQQVRLFRPWLNMDRMLRSAMRLCLPSFDKLELLECIRRLIEVDKDWVPDAAGTSLYVRPVLIGNEPSLGVSQPTRALLFVILCPVGAYFPGGSVTPVSLLADPAFIRAWVGGVGNYKLGGNYGPTVLVQQEALKRGCEQVLWLYGPDHQLTEVGTMNIFVYWTHEDGVLELVTPPLNGVILPGVVRQSLLDMAQTWGEFRVVERTITMKQLLRALEEGRVREVFGSGTACQVCPVHRILYKDRNLHIPTMENGPELILRFQKELKEIQYGIRAHEWMFPV. The pIC50 is 6.6. (2) The drug is C[C@H](CCCC(C)(C)O)C1CCC2C(=CCC3C[C@@H](O)CC(=O)C3=O)CCC[C@@]21C. The target protein (O42392) has sequence MSELRGSWDEQQQSMAYLPDADMDTVAASTSLPDPAGDFDRNVPRICGVCGDRATGFHFNAMTCEGCKGFFRRSMKRKAMFTCPFNGDCKITKDNRRHCQACRLKRCVDIGMMKEFILTDEEVQRKREMILKRKEEEALKESLKPKLSEEQQKVIDTLLEAHHKTFDTTYSDFNKFRPPVRSKFSSRMATHSSSVVSQDFSSEDSNDVFGSDAFAAFPEPMEPQMFSNLDLSEESDESPSMNIELPHLPMLPHLADLVSYSIQKVIGFAKMIPGFRDLTAEDQIALLKSSAIEVIMLRSNQSFTMEDMSWTCGSNDFKYKVSDVTQAGHSMDLLEPLVKFQVGLKKLNLHEEEHVLLMAICILSPDRPGVQDTSLVESIQDRLSDILQTYIRCRHPPPGSRLLYAKMIQKLADLRSLNEEHSKQYRCLSFQPEHSMQLTPLVLEVFGNEIS. The pIC50 is 9.2.